Dataset: Catalyst prediction with 721,799 reactions and 888 catalyst types from USPTO. Task: Predict which catalyst facilitates the given reaction. (1) Reactant: [Cl:1][C:2]1[CH:22]=[CH:21][C:5]2[NH:6][C:7]([CH2:9][NH:10][C:11]3[CH:15]=[CH:14][NH:13][C:12]=3[C:16]([O:18]CC)=O)=[N:8][C:4]=2[CH:3]=1.CN(C=O)C.C([N:36]=[C:37]=[S:38])(=O)C1C=CC=CC=1. Product: [Cl:1][C:2]1[CH:22]=[CH:21][C:5]2[NH:6][C:7]([CH2:9][N:10]3[C:11]4[CH:15]=[CH:14][NH:13][C:12]=4[C:16](=[O:18])[NH:36][C:37]3=[S:38])=[N:8][C:4]=2[CH:3]=1. The catalyst class is: 2. (2) Reactant: [F:1][C:2]1[CH:3]=[C:4]([NH:9][C:10](=[O:19])[O:11][CH2:12][C:13]2[CH:18]=[CH:17][CH:16]=[CH:15][CH:14]=2)[CH:5]=[CH:6][C:7]=1[OH:8].C(=O)([O-])[O-].[Cs+].[Cs+].Cl[C:27]1[CH:28]=[CH:29][C:30]([N+:33]([O-:35])=[O:34])=[N:31][CH:32]=1.C(=O)([O-])O.[Na+]. Product: [F:1][C:2]1[CH:3]=[C:4]([NH:9][C:10](=[O:19])[O:11][CH2:12][C:13]2[CH:14]=[CH:15][CH:16]=[CH:17][CH:18]=2)[CH:5]=[CH:6][C:7]=1[O:8][C:27]1[CH:32]=[N:31][C:30]([N+:33]([O-:35])=[O:34])=[CH:29][CH:28]=1. The catalyst class is: 58.